This data is from NCI-60 drug combinations with 297,098 pairs across 59 cell lines. The task is: Regression. Given two drug SMILES strings and cell line genomic features, predict the synergy score measuring deviation from expected non-interaction effect. (1) Drug 1: CC1CCC2CC(C(=CC=CC=CC(CC(C(=O)C(C(C(=CC(C(=O)CC(OC(=O)C3CCCCN3C(=O)C(=O)C1(O2)O)C(C)CC4CCC(C(C4)OC)OCCO)C)C)O)OC)C)C)C)OC. Drug 2: CC1CCCC2(C(O2)CC(NC(=O)CC(C(C(=O)C(C1O)C)(C)C)O)C(=CC3=CSC(=N3)C)C)C. Cell line: SNB-19. Synergy scores: CSS=33.0, Synergy_ZIP=-1.36, Synergy_Bliss=-2.18, Synergy_Loewe=-9.69, Synergy_HSA=-0.760. (2) Drug 1: CC1=C2C(C(=O)C3(C(CC4C(C3C(C(C2(C)C)(CC1OC(=O)C(C(C5=CC=CC=C5)NC(=O)C6=CC=CC=C6)O)O)OC(=O)C7=CC=CC=C7)(CO4)OC(=O)C)O)C)OC(=O)C. Drug 2: CNC(=O)C1=NC=CC(=C1)OC2=CC=C(C=C2)NC(=O)NC3=CC(=C(C=C3)Cl)C(F)(F)F. Cell line: HCT-15. Synergy scores: CSS=-0.984, Synergy_ZIP=0.547, Synergy_Bliss=-0.712, Synergy_Loewe=-5.49, Synergy_HSA=-4.36. (3) Drug 1: CN(CCCl)CCCl.Cl. Drug 2: N.N.Cl[Pt+2]Cl. Cell line: HL-60(TB). Synergy scores: CSS=92.8, Synergy_ZIP=3.33, Synergy_Bliss=3.47, Synergy_Loewe=1.66, Synergy_HSA=5.43. (4) Drug 1: CC(C)NC(=O)C1=CC=C(C=C1)CNNC.Cl. Drug 2: CC1=C(C(=O)C2=C(C1=O)N3CC4C(C3(C2COC(=O)N)OC)N4)N. Cell line: SK-MEL-2. Synergy scores: CSS=24.0, Synergy_ZIP=-8.74, Synergy_Bliss=-15.7, Synergy_Loewe=-14.8, Synergy_HSA=-11.2.